From a dataset of NCI-60 drug combinations with 297,098 pairs across 59 cell lines. Regression. Given two drug SMILES strings and cell line genomic features, predict the synergy score measuring deviation from expected non-interaction effect. (1) Drug 1: CC12CCC3C(C1CCC2O)C(CC4=C3C=CC(=C4)O)CCCCCCCCCS(=O)CCCC(C(F)(F)F)(F)F. Drug 2: CS(=O)(=O)OCCCCOS(=O)(=O)C. Cell line: UACC62. Synergy scores: CSS=8.67, Synergy_ZIP=-5.35, Synergy_Bliss=-7.88, Synergy_Loewe=-2.54, Synergy_HSA=-4.48. (2) Drug 1: CCCCC(=O)OCC(=O)C1(CC(C2=C(C1)C(=C3C(=C2O)C(=O)C4=C(C3=O)C=CC=C4OC)O)OC5CC(C(C(O5)C)O)NC(=O)C(F)(F)F)O. Synergy scores: CSS=34.2, Synergy_ZIP=-0.565, Synergy_Bliss=-1.69, Synergy_Loewe=-24.0, Synergy_HSA=-2.49. Cell line: MALME-3M. Drug 2: CC(C)NC(=O)C1=CC=C(C=C1)CNNC.Cl. (3) Drug 1: CC1=C2C(C(=O)C3(C(CC4C(C3C(C(C2(C)C)(CC1OC(=O)C(C(C5=CC=CC=C5)NC(=O)OC(C)(C)C)O)O)OC(=O)C6=CC=CC=C6)(CO4)OC(=O)C)OC)C)OC. Drug 2: C1C(C(OC1N2C=NC3=C2NC=NCC3O)CO)O. Cell line: OVCAR3. Synergy scores: CSS=45.3, Synergy_ZIP=3.17, Synergy_Bliss=0.753, Synergy_Loewe=-39.1, Synergy_HSA=2.09. (4) Drug 1: C1=CC(=CC=C1CCC2=CNC3=C2C(=O)NC(=N3)N)C(=O)NC(CCC(=O)O)C(=O)O. Drug 2: CCN(CC)CCCC(C)NC1=C2C=C(C=CC2=NC3=C1C=CC(=C3)Cl)OC. Cell line: DU-145. Synergy scores: CSS=35.2, Synergy_ZIP=-4.97, Synergy_Bliss=-1.80, Synergy_Loewe=-0.394, Synergy_HSA=-0.0467. (5) Drug 1: COC1=C(C=C2C(=C1)N=CN=C2NC3=CC(=C(C=C3)F)Cl)OCCCN4CCOCC4. Drug 2: C1CN(P(=O)(OC1)NCCCl)CCCl. Cell line: HL-60(TB). Synergy scores: CSS=9.76, Synergy_ZIP=-0.643, Synergy_Bliss=4.53, Synergy_Loewe=-18.5, Synergy_HSA=2.43.